From a dataset of Full USPTO retrosynthesis dataset with 1.9M reactions from patents (1976-2016). Predict the reactants needed to synthesize the given product. (1) Given the product [O:1]([C:8]1[CH:13]=[CH:12][C:11]([CH2:14][NH:15][C:16](=[O:25])[C:17]2[CH:22]=[CH:21][C:20]([F:23])=[N:19][C:18]=2[NH2:26])=[CH:10][CH:9]=1)[C:2]1[CH:7]=[CH:6][CH:5]=[CH:4][CH:3]=1, predict the reactants needed to synthesize it. The reactants are: [O:1]([C:8]1[CH:13]=[CH:12][C:11]([CH2:14][NH:15][C:16](=[O:25])[C:17]2[CH:22]=[CH:21][C:20]([F:23])=[N:19][C:18]=2F)=[CH:10][CH:9]=1)[C:2]1[CH:7]=[CH:6][CH:5]=[CH:4][CH:3]=1.[NH3:26]. (2) Given the product [CH3:37][C:36]1[O:35][C:34]([C:38]2[CH:39]=[CH:40][CH:41]=[CH:42][CH:43]=2)=[N:33][C:32]=1[CH2:31][O:30][C:29]1[CH:28]=[CH:27][C:26]([CH2:25][O:3]/[N:4]=[C:5](\[C:11]2[CH:12]=[CH:13][C:14]([O:17][C:18]3[CH:19]=[CH:20][CH:21]=[CH:22][CH:23]=3)=[CH:15][CH:16]=2)/[C:6]([OH:8])=[O:7])=[CH:45][CH:44]=1, predict the reactants needed to synthesize it. The reactants are: [H-].[Na+].[OH:3]/[N:4]=[C:5](\[C:11]1[CH:16]=[CH:15][C:14]([O:17][C:18]2[CH:23]=[CH:22][CH:21]=[CH:20][CH:19]=2)=[CH:13][CH:12]=1)/[C:6]([O:8]CC)=[O:7].Cl[CH2:25][C:26]1[CH:45]=[CH:44][C:29]([O:30][CH2:31][C:32]2[N:33]=[C:34]([C:38]3[CH:43]=[CH:42][CH:41]=[CH:40][CH:39]=3)[O:35][C:36]=2[CH3:37])=[CH:28][CH:27]=1.Cl.C(=O)(O)[O-].[Na+].